This data is from Peptide-MHC class I binding affinity with 185,985 pairs from IEDB/IMGT. The task is: Regression. Given a peptide amino acid sequence and an MHC pseudo amino acid sequence, predict their binding affinity value. This is MHC class I binding data. (1) The peptide sequence is KLHEEEIQEL. The MHC is HLA-A02:02 with pseudo-sequence HLA-A02:02. The binding affinity (normalized) is 0.733. (2) The peptide sequence is SLTILDDNLY. The MHC is HLA-A11:01 with pseudo-sequence HLA-A11:01. The binding affinity (normalized) is 0.258.